This data is from Forward reaction prediction with 1.9M reactions from USPTO patents (1976-2016). The task is: Predict the product of the given reaction. (1) Given the reactants [N:1]1([C@@H:7]2[CH2:11][CH2:10][N:9]([C:12]3[S:13][C:14]4[CH:20]=[C:19]([OH:21])[CH:18]=[CH:17][C:15]=4[N:16]=3)[CH2:8]2)[CH2:6][CH2:5][CH2:4][CH2:3][CH2:2]1.[H-].[Na+].C[Si]([N-][Si](C)(C)C)(C)C.[Na+].O1CCCC1.Cl[C:40]1[N:45]=[CH:44][C:43]([C:46]([NH:48][CH3:49])=[O:47])=[CH:42][CH:41]=1, predict the reaction product. The product is: [CH3:49][NH:48][C:46](=[O:47])[C:43]1[CH:42]=[CH:41][C:40]([O:21][C:19]2[CH:18]=[CH:17][C:15]3[N:16]=[C:12]([N:9]4[CH2:10][CH2:11][C@@H:7]([N:1]5[CH2:6][CH2:5][CH2:4][CH2:3][CH2:2]5)[CH2:8]4)[S:13][C:14]=3[CH:20]=2)=[N:45][CH:44]=1. (2) Given the reactants [NH2:1][C:2]1[N:10]=[C:9]([CH2:11][O:12][CH3:13])[CH:8]=[CH:7][C:3]=1[C:4]([OH:6])=O.[N:14]1[CH:19]=[CH:18][CH:17]=[CH:16][C:15]=1[CH2:20][O:21][C:22]1[CH:29]=[CH:28][C:25]([CH2:26][NH2:27])=[CH:24][CH:23]=1.F[P-](F)(F)(F)(F)F.N1(O[P+](N(C)C)(N(C)C)N(C)C)C2C=CC=CC=2N=N1.C(N(CC)CC)C, predict the reaction product. The product is: [NH2:1][C:2]1[N:10]=[C:9]([CH2:11][O:12][CH3:13])[CH:8]=[CH:7][C:3]=1[C:4]([NH:27][CH2:26][C:25]1[CH:24]=[CH:23][C:22]([O:21][CH2:20][C:15]2[CH:16]=[CH:17][CH:18]=[CH:19][N:14]=2)=[CH:29][CH:28]=1)=[O:6]. (3) The product is: [CH:14]1([CH:2]([NH:20][C:21]2[CH:22]=[CH:23][C:24]([C:27]([NH:29][CH2:30][CH2:31][C:32]([OH:34])=[O:33])=[O:28])=[CH:25][CH:26]=2)[C:3]2[O:4][C:5]3[C:11]([O:12][CH3:13])=[CH:10][CH:9]=[CH:8][C:6]=3[CH:7]=2)[CH2:19][CH2:18][CH2:17][CH2:16][CH2:15]1. Given the reactants Cl[CH:2]([CH:14]1[CH2:19][CH2:18][CH2:17][CH2:16][CH2:15]1)[C:3]1[O:4][C:5]2[C:11]([O:12][CH3:13])=[CH:10][CH:9]=[CH:8][C:6]=2[CH:7]=1.[NH2:20][C:21]1[CH:26]=[CH:25][C:24]([C:27]([NH:29][CH2:30][CH2:31][C:32]([O:34]CC)=[O:33])=[O:28])=[CH:23][CH:22]=1, predict the reaction product. (4) Given the reactants [Br:1][C:2]1[C:6](C(OCC)=O)=[C:5]([N:12]2[CH2:17][CH2:16][C:15]([OH:19])([CH3:18])[CH2:14][CH2:13]2)[N:4]([CH3:20])[N:3]=1.[OH-].[Na+].S(=O)(=O)(O)O, predict the reaction product. The product is: [Br:1][C:2]1[CH:6]=[C:5]([N:12]2[CH2:13][CH2:14][C:15]([CH3:18])([OH:19])[CH2:16][CH2:17]2)[N:4]([CH3:20])[N:3]=1. (5) The product is: [C:1]([C:3]1[CH:4]=[C:5]([CH:38]=[CH:39][CH:40]=1)[CH2:6][N:7]([C:8]1[CH:16]=[CH:15][C:11]([C:12]([N:41]2[CH2:46][CH2:45][NH:44][CH2:43][CH2:42]2)=[O:14])=[CH:10][CH:9]=1)[CH:17]1[CH2:18][CH2:19][N:20]([CH:23]([CH3:37])[CH2:24][CH2:25][NH:26][C:27](=[O:36])[C:28]2[C:33]([CH3:34])=[CH:32][CH:31]=[CH:30][C:29]=2[CH3:35])[CH2:21][CH2:22]1)#[N:2]. Given the reactants [C:1]([C:3]1[CH:4]=[C:5]([CH:38]=[CH:39][CH:40]=1)[CH2:6][N:7]([CH:17]1[CH2:22][CH2:21][N:20]([CH:23]([CH3:37])[CH2:24][CH2:25][NH:26][C:27](=[O:36])[C:28]2[C:33]([CH3:34])=[CH:32][CH:31]=[CH:30][C:29]=2[CH3:35])[CH2:19][CH2:18]1)[C:8]1[CH:16]=[CH:15][C:11]([C:12]([OH:14])=O)=[CH:10][CH:9]=1)#[N:2].[NH:41]1[CH2:46][CH2:45][NH:44][CH2:43][CH2:42]1, predict the reaction product. (6) Given the reactants [Br:1][C:2]1[CH:3]=[CH:4][C:5]([C:12]2[C:25]3[CH:24]=[CH:23][C:22]4[C:17](=[CH:18][CH:19]=[CH:20][CH:21]=4)[C:16]=3[CH:15]=[CH:14][CH:13]=2)=[C:6]([C:8](O)([CH3:10])[CH3:9])[CH:7]=1.O, predict the reaction product. The product is: [Br:1][C:2]1[CH:7]=[C:6]2[C:5](=[CH:4][CH:3]=1)[C:12]1[C:13]3[CH:14]=[CH:15][C:16]4[CH:25]=[CH:24][CH:23]=[CH:22][C:17]=4[C:18]=3[CH:19]=[CH:20][C:21]=1[C:8]2([CH3:10])[CH3:9].